This data is from CYP2C19 inhibition data for predicting drug metabolism from PubChem BioAssay. The task is: Regression/Classification. Given a drug SMILES string, predict its absorption, distribution, metabolism, or excretion properties. Task type varies by dataset: regression for continuous measurements (e.g., permeability, clearance, half-life) or binary classification for categorical outcomes (e.g., BBB penetration, CYP inhibition). Dataset: cyp2c19_veith. The compound is CN(C)Cc1ccccc1-c1cncnc1NCc1cccnc1. The result is 0 (non-inhibitor).